Dataset: Full USPTO retrosynthesis dataset with 1.9M reactions from patents (1976-2016). Task: Predict the reactants needed to synthesize the given product. (1) Given the product [CH:35]1([NH:34][C:27]2[CH:26]=[C:25]3[C:30]([C:31](=[O:32])[C:22]([NH:21][C:9]([NH:11][CH2:12][CH2:13][C:14]([O:16][CH2:17][CH3:18])=[O:15])=[O:8])=[CH:23][N:24]3[CH:41]([CH2:44][CH3:45])[CH2:42][CH3:43])=[CH:29][C:28]=2[F:33])[CH2:40][CH2:39][CH2:38][CH2:37][CH2:36]1, predict the reactants needed to synthesize it. The reactants are: [N+](C1C=CC([O:8][C:9]([NH:11][CH2:12][CH2:13][C:14]([O:16][CH2:17][CH3:18])=[O:15])=O)=CC=1)([O-])=O.[NH2:21][C:22]1[C:31](=[O:32])[C:30]2[C:25](=[CH:26][C:27]([NH:34][CH:35]3[CH2:40][CH2:39][CH2:38][CH2:37][CH2:36]3)=[C:28]([F:33])[CH:29]=2)[N:24]([CH:41]([CH2:44][CH3:45])[CH2:42][CH3:43])[CH:23]=1.N1C=CC=CC=1.O. (2) Given the product [CH2:32]([O:39][C:40]([N:42]1[CH2:46][CH2:45][CH2:44][CH:43]1[C:47]([N:25]([C:18]1[C:19]2=[N:20][CH:21]=[CH:22][CH:23]=[C:24]2[N:16]([C:47]([CH:43]2[CH2:44][CH2:45][CH2:46][N:42]2[C:40]([O:39][CH2:32][C:10]2[CH:11]=[CH:12][CH:13]=[CH:14][CH:15]=2)=[O:41])=[O:49])[CH:17]=1)[CH2:26][C:27]([O:29][CH2:30][CH3:31])=[O:28])=[O:49])=[O:41])[C:33]1[CH:34]=[CH:35][CH:36]=[CH:37][CH:38]=1, predict the reactants needed to synthesize it. The reactants are: [CH:10]1(N=C=N[CH:10]2[CH2:15][CH2:14][CH2:13][CH2:12][CH2:11]2)[CH2:15][CH2:14][CH2:13][CH2:12][CH2:11]1.[NH:16]1[C:24]2[C:19](=[N:20][CH:21]=[CH:22][CH:23]=2)[C:18]([NH:25][CH2:26][C:27]([O:29][CH2:30][CH3:31])=[O:28])=[CH:17]1.[CH2:32]([O:39][C:40]([N:42]1[CH2:46][CH2:45][CH2:44][CH:43]1[C:47]([OH:49])=O)=[O:41])[C:33]1[CH:38]=[CH:37][CH:36]=[CH:35][CH:34]=1. (3) Given the product [C:1]([O:9][CH2:10][C@@H:11]1[CH2:12][C@:13]([O:25][C:23](=[O:24])[CH3:22])([CH3:21])[CH:17]([O:16][C:15](=[O:14])[CH3:20])[O:18]1)(=[O:8])[C:2]1[CH:3]=[CH:4][CH:5]=[CH:6][CH:7]=1, predict the reactants needed to synthesize it. The reactants are: [C:1]([O:9][CH2:10][C@H:11]1[O:18][CH:17]2[C@:13]([CH3:21])([O:14][C:15]([CH3:20])(C)[O:16]2)[CH2:12]1)(=[O:8])[C:2]1[CH:7]=[CH:6][CH:5]=[CH:4][CH:3]=1.[CH3:22][C:23]([O:25]C(C)=O)=[O:24].N1C=CC=CC=1.[CH2-]C(C)=O. (4) Given the product [CH3:16][C@H:17]1[CH2:22][C:21]([O:23][S:39]([C:42]([F:45])([F:44])[F:43])(=[O:41])=[O:40])=[CH:20][C@H:19]([CH3:24])[N:18]1[C:25]([O:27][C:28]([CH3:29])([CH3:31])[CH3:30])=[O:26], predict the reactants needed to synthesize it. The reactants are: C[Si]([N-][Si](C)(C)C)(C)C.[Li+].O1CCCC1.[CH3:16][C@H:17]1[CH2:22][C:21](=[O:23])[CH2:20][C@H:19]([CH3:24])[N:18]1[C:25]([O:27][C:28]([CH3:31])([CH3:30])[CH3:29])=[O:26].C1C=CC(N([S:39]([C:42]([F:45])([F:44])[F:43])(=[O:41])=[O:40])[S:39]([C:42]([F:45])([F:44])[F:43])(=[O:41])=[O:40])=CC=1. (5) Given the product [Cl:10][C:11]1[N:12]=[CH:13][C:14]([C:17]([NH:29][C@@H:24]([CH:21]2[CH2:23][CH2:22]2)[C:25]([F:28])([F:27])[F:26])=[O:19])=[N:15][CH:16]=1, predict the reactants needed to synthesize it. The reactants are: C(N(CC)C(C)C)(C)C.[Cl:10][C:11]1[N:12]=[CH:13][C:14]([C:17]([OH:19])=O)=[N:15][CH:16]=1.Cl.[CH:21]1([C@H:24]([NH2:29])[C:25]([F:28])([F:27])[F:26])[CH2:23][CH2:22]1.C([O-])(O)=O.[Na+].